This data is from Catalyst prediction with 721,799 reactions and 888 catalyst types from USPTO. The task is: Predict which catalyst facilitates the given reaction. (1) The catalyst class is: 1. Product: [C:1]([O:5][C:6]([NH:8][C@H:9]([C:15](=[O:21])[N:16]1[CH2:17][CH2:18][CH2:19][CH2:20]1)[C@H:10]([CH3:22])[C:11]([O:13][CH3:14])=[O:12])=[O:7])([CH3:4])([CH3:2])[CH3:3]. Reactant: [C:1]([O:5][C:6]([NH:8][C@H:9]([C:15](=[O:21])[N:16]1[CH2:20][CH2:19][CH2:18][CH2:17]1)[CH2:10][C:11]([O:13][CH3:14])=[O:12])=[O:7])([CH3:4])([CH3:3])[CH3:2].[CH3:22][Si](C)(C)[N-][Si](C)(C)C.[Li+].IC. (2) Reactant: Cl[C:2]1[C:7]([CH:8]=[CH:9][C:10]([NH:12][CH2:13][C:14]2[CH:19]=[CH:18][C:17]([NH:20][S:21]([CH3:24])(=[O:23])=[O:22])=[C:16]([F:25])[CH:15]=2)=[O:11])=[CH:6][CH:5]=[C:4]([C:26]([F:29])([F:28])[F:27])[N:3]=1.[OH:30][C:31]1[CH:32]=[N:33][CH:34]=[CH:35][CH:36]=1.C(=O)([O-])[O-].[K+].[K+]. Product: [F:25][C:16]1[CH:15]=[C:14]([CH:19]=[CH:18][C:17]=1[NH:20][S:21]([CH3:24])(=[O:23])=[O:22])[CH2:13][NH:12][C:10](=[O:11])[CH:9]=[CH:8][C:7]1[C:2]([O:30][C:31]2[CH:32]=[N:33][CH:34]=[CH:35][CH:36]=2)=[N:3][C:4]([C:26]([F:29])([F:28])[F:27])=[CH:5][CH:6]=1. The catalyst class is: 3. (3) Reactant: [NH:1]1[C:9]2[C:4](=[CH:5][C:6]([C:10]([O:12][CH3:13])=[O:11])=[CH:7][CH:8]=2)[CH:3]=[N:2]1.[C:14]([O-])([O-])=O.[K+].[K+].IC. Product: [CH3:14][N:1]1[C:9]2[C:4](=[CH:5][C:6]([C:10]([O:12][CH3:13])=[O:11])=[CH:7][CH:8]=2)[CH:3]=[N:2]1.[CH3:14][N:2]1[CH:3]=[C:4]2[C:9]([CH:8]=[CH:7][C:6]([C:10]([O:12][CH3:13])=[O:11])=[CH:5]2)=[N:1]1. The catalyst class is: 3. (4) Reactant: [CH:1]([C:3]1[C:4]([NH2:10])=[N:5][CH:6]=[C:7]([F:9])[CH:8]=1)=[CH2:2]. Product: [CH2:1]([C:3]1[C:4]([NH2:10])=[N:5][CH:6]=[C:7]([F:9])[CH:8]=1)[CH3:2]. The catalyst class is: 867. (5) Reactant: C(Cl)(=O)C(Cl)=O.CS(C)=O.[CH2:11]([N:18]1[CH2:23][CH2:22][CH2:21][CH2:20][CH:19]1[CH2:24][CH2:25][CH2:26][OH:27])[C:12]1[CH:17]=[CH:16][CH:15]=[CH:14][CH:13]=1.CCN(CC)CC. Product: [CH2:11]([N:18]1[CH2:23][CH2:22][CH2:21][CH2:20][CH:19]1[CH2:24][CH2:25][CH:26]=[O:27])[C:12]1[CH:17]=[CH:16][CH:15]=[CH:14][CH:13]=1. The catalyst class is: 34.